Predict the reactants needed to synthesize the given product. From a dataset of Full USPTO retrosynthesis dataset with 1.9M reactions from patents (1976-2016). (1) Given the product [Br:10][CH2:2][C:1]([C:4]1[CH:9]=[CH:8][N:7]=[CH:6][CH:5]=1)=[O:3], predict the reactants needed to synthesize it. The reactants are: [C:1]([C:4]1[CH:9]=[CH:8][N:7]=[CH:6][CH:5]=1)(=[O:3])[CH3:2].[Br:10]Br. (2) Given the product [O:19]=[C:13]1[CH:12]([N:11]2[C:3](=[O:9])[C:4]3=[CH:8][S:7][CH:6]=[C:5]3[C:1]2=[O:10])[CH2:17][CH2:16][C:15](=[O:18])[NH:14]1, predict the reactants needed to synthesize it. The reactants are: [C:1]1(=[O:10])[C:5]2=[CH:6][S:7][CH:8]=[C:4]2[C:3](=[O:9])O1.[NH2:11][CH:12]1[CH2:17][CH2:16][C:15](=[O:18])[NH:14][C:13]1=[O:19].C1N=CN(C(N2C=NC=C2)=O)C=1.